From a dataset of Full USPTO retrosynthesis dataset with 1.9M reactions from patents (1976-2016). Predict the reactants needed to synthesize the given product. (1) Given the product [CH2:24]([N:26]([CH2:27][CH3:28])[CH2:2][CH2:3][CH2:4][CH2:5][O:6][C:7]1[CH:12]=[CH:11][CH:10]=[CH:9][C:8]=1/[CH:13]=[CH:14]/[C:15]1[O:16][C:17]2[CH:23]=[CH:22][CH:21]=[CH:20][C:18]=2[N:19]=1)[CH3:25], predict the reactants needed to synthesize it. The reactants are: Cl[CH2:2][CH2:3][CH2:4][CH2:5][O:6][C:7]1[CH:12]=[CH:11][CH:10]=[CH:9][C:8]=1/[CH:13]=[CH:14]/[C:15]1[O:16][C:17]2[CH:23]=[CH:22][CH:21]=[CH:20][C:18]=2[N:19]=1.[CH2:24]([NH:26][CH2:27][CH3:28])[CH3:25].Cl. (2) The reactants are: [Br:1][C:2]1[C:7]([CH:8]=O)=[C:6]([N:10]([CH3:12])[CH3:11])[C:5]([CH:13]=O)=[C:4]([Br:15])[N:3]=1.[C:16]1(P(C2C=CC=CC=2)C2C=CC=CC=2)[CH:21]=CC=C[CH:17]=1.[CH2:35]([Li])[CH2:36][CH2:37]C. Given the product [Br:1][C:2]1[C:7]([CH:8]=[C:16]([CH3:21])[CH3:17])=[C:6]([N:10]([CH3:12])[CH3:11])[C:5]([CH:13]=[C:36]([CH3:37])[CH3:35])=[C:4]([Br:15])[N:3]=1, predict the reactants needed to synthesize it. (3) Given the product [Br:1][C:2]1[CH:10]=[CH:9][C:5]([C:6]([Cl:15])=[O:7])=[CH:4][C:3]=1[Cl:11], predict the reactants needed to synthesize it. The reactants are: [Br:1][C:2]1[CH:10]=[CH:9][C:5]([C:6](O)=[O:7])=[CH:4][C:3]=1[Cl:11].C(Cl)(=O)C([Cl:15])=O. (4) The reactants are: [H-].[Na+].[C@@H:3]1([CH2:13][CH:14]=[CH2:15])[O:11][C@@H:10]([CH3:12])[C@@H:8]([OH:9])[C@@H:6]([OH:7])[C@@H:4]1[OH:5].[CH2:16](Br)[C:17]1[CH:22]=[CH:21][CH:20]=[CH:19][CH:18]=1. Given the product [CH2:16]([O:5][C@H:4]1[C@H:6]([O:7][CH2:16][C:17]2[CH:22]=[CH:21][CH:20]=[CH:19][CH:18]=2)[C@H:8]([O:9][CH2:16][C:17]2[CH:22]=[CH:21][CH:20]=[CH:19][CH:18]=2)[C@H:10]([CH3:12])[O:11][C@H:3]1[CH2:13][CH:14]=[CH2:15])[C:17]1[CH:22]=[CH:21][CH:20]=[CH:19][CH:18]=1, predict the reactants needed to synthesize it.